From a dataset of Full USPTO retrosynthesis dataset with 1.9M reactions from patents (1976-2016). Predict the reactants needed to synthesize the given product. (1) The reactants are: [C:1]1([NH:7][C:8]2[C:17]3[CH:18]=[CH:19][S:20][C:16]=3[C:15]3[CH:14]=[CH:13][C:12]([C:21]([OH:23])=O)=[CH:11][C:10]=3[N:9]=2)[CH:6]=[CH:5][CH:4]=[CH:3][CH:2]=1.[CH3:24][S:25]([NH2:28])(=[O:27])=[O:26].CCN=C=NCCCN(C)C.O. Given the product [CH3:24][S:25]([NH:28][C:21]([C:12]1[CH:13]=[CH:14][C:15]2[C:16]3[S:20][CH:19]=[CH:18][C:17]=3[C:8]([NH:7][C:1]3[CH:6]=[CH:5][CH:4]=[CH:3][CH:2]=3)=[N:9][C:10]=2[CH:11]=1)=[O:23])(=[O:27])=[O:26], predict the reactants needed to synthesize it. (2) Given the product [CH2:14]([O:16][C:17](=[O:20])[CH2:18][NH:19][CH:2]([CH3:12])[C:3]([C:5]1[CH:10]=[CH:9][C:8]([Cl:11])=[CH:7][CH:6]=1)=[O:4])[CH3:15], predict the reactants needed to synthesize it. The reactants are: Br[CH:2]([CH3:12])[C:3]([C:5]1[CH:10]=[CH:9][C:8]([Cl:11])=[CH:7][CH:6]=1)=[O:4].Cl.[CH2:14]([O:16][C:17](=[O:20])[CH2:18][NH2:19])[CH3:15].C(N(CC)C(C)C)(C)C. (3) Given the product [O:30]=[S:26]1(=[O:31])[CH2:27][CH2:28][CH2:29][N:25]1[CH2:24][CH2:23][CH2:22][C@@:13]1([C:16]2[CH:21]=[CH:20][CH:19]=[CH:18][CH:17]=2)[O:12][C:11](=[O:32])[N:10]([C@H:8]([C:5]2[CH:6]=[CH:7][C:2]([C:38]3[CH:37]=[CH:36][N:35]=[C:34]([CH3:33])[CH:39]=3)=[CH:3][CH:4]=2)[CH3:9])[CH2:15][CH2:14]1, predict the reactants needed to synthesize it. The reactants are: Br[C:2]1[CH:7]=[CH:6][C:5]([C@@H:8]([N:10]2[CH2:15][CH2:14][C@:13]([CH2:22][CH2:23][CH2:24][N:25]3[CH2:29][CH2:28][CH2:27][S:26]3(=[O:31])=[O:30])([C:16]3[CH:21]=[CH:20][CH:19]=[CH:18][CH:17]=3)[O:12][C:11]2=[O:32])[CH3:9])=[CH:4][CH:3]=1.[CH3:33][C:34]1[CH:39]=[C:38](B(O)O)[CH:37]=[CH:36][N:35]=1. (4) Given the product [Cl:1][C:2]1[CH:9]=[CH:8][C:5]([CH:6]2[CH2:7][CH:12]2[C:13]([O:15][CH2:16][CH3:17])=[O:14])=[CH:4][CH:3]=1, predict the reactants needed to synthesize it. The reactants are: [Cl:1][C:2]1[CH:9]=[CH:8][C:5]([CH:6]=[CH2:7])=[CH:4][CH:3]=1.[N+](=[CH:12][C:13]([O:15][CH2:16][CH3:17])=[O:14])=[N-]. (5) Given the product [Cl:17][C:14]1[CH:15]=[CH:16][C:11]([NH:10][C:8]([C:3]2[C:4]([CH3:7])=[N:5][S:6][C:2]=2[NH:1][C:20]2[CH:29]=[N:28][C:27]3[C:22](=[CH:23][CH:24]=[C:25]([C:30]([F:31])([F:32])[F:33])[CH:26]=3)[N:21]=2)=[O:9])=[CH:12][C:13]=1[F:18], predict the reactants needed to synthesize it. The reactants are: [NH2:1][C:2]1[S:6][N:5]=[C:4]([CH3:7])[C:3]=1[C:8]([NH:10][C:11]1[CH:16]=[CH:15][C:14]([Cl:17])=[C:13]([F:18])[CH:12]=1)=[O:9].Cl[C:20]1[CH:29]=[N:28][C:27]2[C:22](=[CH:23][CH:24]=[C:25]([C:30]([F:33])([F:32])[F:31])[CH:26]=2)[N:21]=1.C(=O)([O-])[O-].[Cs+].[Cs+].CC1(C)C2C(=C(P(C3C=CC=CC=3)C3C=CC=CC=3)C=CC=2)OC2C(P(C3C=CC=CC=3)C3C=CC=CC=3)=CC=CC1=2. (6) The reactants are: [CH2:1]([O:3][C:4]([NH:6][N:7]=[CH:8][CH2:9][CH:10]1[CH2:12][CH2:11]1)=[O:5])[CH3:2]. Given the product [CH2:1]([O:3][C:4]([NH:6][NH:7][CH2:8][CH2:9][CH:10]1[CH2:11][CH2:12]1)=[O:5])[CH3:2], predict the reactants needed to synthesize it. (7) Given the product [Br:1][C:2]1[C:3]([O:12][CH3:13])=[CH:4][C:5]([CH3:11])=[C:6]([CH2:7][C:17]2[CH:18]=[CH:19][C:14]([O:20][CH2:21][CH3:22])=[CH:15][CH:16]=2)[CH:10]=1, predict the reactants needed to synthesize it. The reactants are: [Br:1][C:2]1[C:3]([O:12][CH3:13])=[CH:4][C:5]([CH3:11])=[C:6]([CH:10]=1)[C:7](O)=O.[C:14]1([O:20][CH2:21][CH3:22])[CH:19]=[CH:18][CH:17]=[CH:16][CH:15]=1.